Task: Predict the reactants needed to synthesize the given product.. Dataset: Full USPTO retrosynthesis dataset with 1.9M reactions from patents (1976-2016) (1) Given the product [CH3:1][O:2][C:3]([C:5]1[CH:14]=[C:13]([O:15][CH2:16][C:17]([N:37]2[CH2:38][CH2:39][CH2:40][C@H:36]2[C:34]#[N:35])=[O:19])[C:12]2[C:7](=[CH:8][C:9]([CH3:20])=[CH:10][CH:11]=2)[N:6]=1)=[O:4], predict the reactants needed to synthesize it. The reactants are: [CH3:1][O:2][C:3]([C:5]1[CH:14]=[C:13]([O:15][CH2:16][C:17]([OH:19])=O)[C:12]2[C:7](=[CH:8][C:9]([CH3:20])=[CH:10][CH:11]=2)[N:6]=1)=[O:4].FC1C(O)=C(F)C(F)=C(F)C=1F.Cl.[C:34]([C@@H:36]1[CH2:40][CH2:39][CH2:38][NH:37]1)#[N:35].C(N1CCOCC1)C. (2) Given the product [CH3:12][C:13]1[CH:14]=[C:15]([NH:19][C:20]2[O:21][CH:3]=[C:4]([C:6]3[CH:11]=[CH:10][N:9]=[CH:8][CH:7]=3)[N:22]=2)[CH:16]=[CH:17][CH:18]=1, predict the reactants needed to synthesize it. The reactants are: Br.Br[CH2:3][C:4]([C:6]1[CH:11]=[CH:10][N:9]=[CH:8][CH:7]=1)=O.[CH3:12][C:13]1[CH:14]=[C:15]([NH:19][C:20]([NH2:22])=[O:21])[CH:16]=[CH:17][CH:18]=1.N. (3) Given the product [CH:4]1([S:7]([NH:10][C:11](=[O:30])[CH:12]([CH2:20][C:21]2[CH:26]=[CH:25][C:24]([N+:27]([O-:29])=[O:28])=[CH:23][CH:22]=2)[C:13]([N:15]([CH2:18][CH3:19])[CH2:16][CH3:17])=[O:14])(=[O:9])=[O:8])[CH2:5][CH2:6][CH2:1][CH2:2][CH2:3]1, predict the reactants needed to synthesize it. The reactants are: [C:1]1(C2C=CC=CC=2)[CH:6]=[CH:5][C:4]([S:7]([NH:10][C:11](=[O:30])[CH:12]([CH2:20][C:21]2[CH:26]=[CH:25][C:24]([N+:27]([O-:29])=[O:28])=[CH:23][CH:22]=2)[C:13]([N:15]([CH2:18][CH3:19])[CH2:16][CH3:17])=[O:14])(=[O:9])=[O:8])=[CH:3][CH:2]=1.C(Cl)(=O)C(Cl)=O.CN(C=O)C.